From a dataset of Forward reaction prediction with 1.9M reactions from USPTO patents (1976-2016). Predict the product of the given reaction. (1) Given the reactants [ClH:1].C([NH:6][CH2:7][C:8]([C:10]1[CH:15]=[CH:14][C:13]([OH:16])=[CH:12][CH:11]=1)=[O:9])(C)(C)C.C(N)(C)C.[C:21](N)([CH3:24])([CH3:23])[CH3:22], predict the reaction product. The product is: [ClH:1].[C:21]([CH:7]([NH2:6])[C:8]([C:10]1[CH:11]=[CH:12][C:13]([OH:16])=[CH:14][CH:15]=1)=[O:9])([CH3:24])([CH3:23])[CH3:22]. (2) Given the reactants [F:1][C:2]([S:5][C:6]1[CH:11]=[CH:10][C:9]([OH:12])=[CH:8][CH:7]=1)([F:4])[F:3].[CH3:13][N:14]([C:18]1[CH:23]=[CH:22][CH:21]=[CH:20][CH:19]=1)[C:15](Cl)=[O:16], predict the reaction product. The product is: [F:1][C:2]([S:5][C:6]1[CH:11]=[CH:10][C:9]([O:12][C:15](=[O:16])[N:14]([CH3:13])[C:18]2[CH:23]=[CH:22][CH:21]=[CH:20][CH:19]=2)=[CH:8][CH:7]=1)([F:4])[F:3].